From a dataset of Peptide-MHC class I binding affinity with 185,985 pairs from IEDB/IMGT. Regression. Given a peptide amino acid sequence and an MHC pseudo amino acid sequence, predict their binding affinity value. This is MHC class I binding data. (1) The peptide sequence is FVKKMLPKI. The MHC is HLA-A02:03 with pseudo-sequence HLA-A02:03. The binding affinity (normalized) is 0.767. (2) The peptide sequence is AITPTIEDDK. The MHC is HLA-A31:01 with pseudo-sequence HLA-A31:01. The binding affinity (normalized) is 0.00388. (3) The peptide sequence is TSAYLISIFL. The MHC is HLA-A11:01 with pseudo-sequence HLA-A11:01. The binding affinity (normalized) is 0. (4) The peptide sequence is CTINVNSLA. The MHC is HLA-A02:02 with pseudo-sequence HLA-A02:02. The binding affinity (normalized) is 0.358. (5) The peptide sequence is RCSSNITGL. The MHC is H-2-Kb with pseudo-sequence H-2-Kb. The binding affinity (normalized) is 0.164. (6) The peptide sequence is FTNMEVQLIR. The MHC is HLA-A68:01 with pseudo-sequence HLA-A68:01. The binding affinity (normalized) is 0.587. (7) The peptide sequence is KSYEHQTPF. The MHC is HLA-C15:02 with pseudo-sequence HLA-C15:02. The binding affinity (normalized) is 0.778.